This data is from Full USPTO retrosynthesis dataset with 1.9M reactions from patents (1976-2016). The task is: Predict the reactants needed to synthesize the given product. (1) Given the product [F:29][CH:19]([F:30])[C:20]1[CH:25]=[CH:24][C:23]([C:26]([F:28])([F:27])[N:6]2[CH2:5][CH2:4][N:3]([C:7]3[CH:8]=[C:9]([CH:13]=[CH:14][N:15]=3)[C:10]([O:12][CH3:31])=[O:11])[C:2]2=[O:1])=[CH:22][CH:21]=1, predict the reactants needed to synthesize it. The reactants are: [O:1]=[C:2]1[NH:6][CH2:5][CH2:4][N:3]1[C:7]1[CH:8]=[C:9]([CH:13]=[CH:14][N:15]=1)[C:10]([O-:12])=[O:11].[H-].[Na+].Br[C:19]([F:30])([F:29])[C:20]1[CH:25]=[CH:24][C:23]([CH:26]([F:28])[F:27])=[CH:22][CH:21]=1.[CH3:31]N(C)C=O. (2) Given the product [F:22][C:11]1[C:12]([N:16]2[CH2:17][CH:18]([O:20][CH3:21])[CH2:19]2)=[CH:13][CH:14]=[CH:15][C:10]=1[CH2:9][OH:8], predict the reactants needed to synthesize it. The reactants are: [Si]([O:8][CH2:9][C:10]1[C:11]([F:22])=[C:12]([N:16]2[CH2:19][CH:18]([O:20][CH3:21])[CH2:17]2)[CH:13]=[CH:14][CH:15]=1)(C(C)(C)C)(C)C.C1COCC1.CCCC[N+](CCCC)(CCCC)CCCC.[F-].C1COCC1.O. (3) Given the product [CH3:1][C:2]1[N:7]=[C:6]([C:8]([N:46]2[C@H:47]([CH2:51][NH:52][C:53]3[CH:58]=[CH:57][C:56]([C:59]([F:60])([F:61])[F:62])=[CH:55][N:54]=3)[CH2:48][C@@H:49]3[C@@H:44]([CH2:50]3)[CH2:45]2)=[O:10])[C:5]([C:11]2[N:16]=[CH:15][CH:14]=[CH:13][N:12]=2)=[CH:4][CH:3]=1, predict the reactants needed to synthesize it. The reactants are: [CH3:1][C:2]1[N:7]=[C:6]([C:8]([OH:10])=O)[C:5]([C:11]2[N:16]=[CH:15][CH:14]=[CH:13][N:12]=2)=[CH:4][CH:3]=1.FC1C(O)=C(F)C(F)=C(F)C=1F.C1(N=C=NC2CCCCC2)CCCCC1.[C@@H:44]12[CH2:50][C@@H:49]1[CH2:48][C@@H:47]([CH2:51][NH:52][C:53]1[CH:58]=[CH:57][C:56]([C:59]([F:62])([F:61])[F:60])=[CH:55][N:54]=1)[NH:46][CH2:45]2.C(N(CC)CC)C. (4) The reactants are: [C:1]([O:5][C:6]([N:8]1[CH2:13][CH2:12][CH2:11][CH2:10][CH:9]1[C:14](=[NH:17])[NH:15][OH:16])=[O:7])([CH3:4])([CH3:3])[CH3:2].C(N(CC)CC)C.[C:25]([C:27]1[CH:28]=[C:29]([CH:33]=[CH:34][CH:35]=1)[C:30](Cl)=O)#[N:26].CN(C=O)C. Given the product [C:1]([O:5][C:6]([N:8]1[CH2:13][CH2:12][CH2:11][CH2:10][CH:9]1[C:14]1[N:17]=[C:30]([C:29]2[CH:33]=[CH:34][CH:35]=[C:27]([C:25]#[N:26])[CH:28]=2)[O:16][N:15]=1)=[O:7])([CH3:4])([CH3:2])[CH3:3], predict the reactants needed to synthesize it. (5) Given the product [O:4]1[CH2:8][CH2:7][O:6][CH:5]1[C:9]1[CH:18]=[CH:17][C:12]([C:13]([OH:15])=[O:14])=[CH:11][C:10]=1[N+:19]([O-:21])=[O:20], predict the reactants needed to synthesize it. The reactants are: O.[OH-].[Li+].[O:4]1[CH2:8][CH2:7][O:6][CH:5]1[C:9]1[CH:18]=[CH:17][C:12]([C:13]([O:15]C)=[O:14])=[CH:11][C:10]=1[N+:19]([O-:21])=[O:20]. (6) Given the product [Cl:1][C:2]1[N:6]([CH:7]([F:8])[F:9])[C:5]([CH3:10])=[N:4][C:3]=1[C:11]1[CH:16]=[C:15]([O:17][N:27]2[N:28]=[C:29]([O:35][CH3:36])[CH:30]=[C:31]([O:33][CH3:34])[NH:32]2)[C:14]([Cl:18])=[CH:13][C:12]=1[F:19], predict the reactants needed to synthesize it. The reactants are: [Cl:1][C:2]1[N:6]([CH:7]([F:9])[F:8])[C:5]([CH3:10])=[N:4][C:3]=1[C:11]1[CH:16]=[C:15]([OH:17])[C:14]([Cl:18])=[CH:13][C:12]=1[F:19].C(=O)([O-])[O-].[K+].[K+].Cl[N:27]1[N:32]=[C:31]([O:33][CH3:34])[CH:30]=[C:29]([O:35][CH3:36])[NH:28]1. (7) Given the product [NH2:20][C:17]1[C:16]([C:21]([NH:22][C:23]2[CH:28]=[CH:27][CH:26]=[CH:25][N:24]=2)=[O:29])=[N:15][C:14]([N:11]2[CH2:10][CH2:9][NH:8][CH2:13][CH2:12]2)=[CH:19][N:18]=1, predict the reactants needed to synthesize it. The reactants are: C(OC([N:8]1[CH2:13][CH2:12][N:11]([C:14]2[CH:19]=[N:18][C:17]([NH2:20])=[C:16]([C:21](=[O:29])[NH:22][C:23]3[CH:28]=[CH:27][CH:26]=[CH:25][N:24]=3)[N:15]=2)[CH2:10][CH2:9]1)=O)(C)(C)C.C(O)(C(F)(F)F)=O. (8) Given the product [Si:17]([O:12][CH2:11][C:4]1[CH:5]=[CH:6][CH:7]=[C:8]([CH2:9][OH:10])[N:3]=1)([C:13]([CH3:16])([CH3:15])[CH3:14])([CH3:20])[CH3:19], predict the reactants needed to synthesize it. The reactants are: [H-].[Na+].[N:3]1[C:8]([CH2:9][OH:10])=[CH:7][CH:6]=[CH:5][C:4]=1[CH2:11][OH:12].[C:13]([Si:17]([CH3:20])([CH3:19])Cl)([CH3:16])([CH3:15])[CH3:14].